This data is from Retrosynthesis with 50K atom-mapped reactions and 10 reaction types from USPTO. The task is: Predict the reactants needed to synthesize the given product. (1) Given the product BrCc1ccc2noc(-c3ccccc3)c2c1, predict the reactants needed to synthesize it. The reactants are: Cc1ccc2noc(-c3ccccc3)c2c1.O=C1CCC(=O)N1Br. (2) The reactants are: O=C1Nc2ccc(C#Cc3ccc(O)cc3)cc2/C1=C/c1ccc[nH]1.O=[N+]([O-])c1cccc(I)c1. Given the product O=C1Nc2ccc(C#Cc3cccc([N+](=O)[O-])c3)cc2/C1=C/c1ccc[nH]1, predict the reactants needed to synthesize it.